Dataset: Catalyst prediction with 721,799 reactions and 888 catalyst types from USPTO. Task: Predict which catalyst facilitates the given reaction. Reactant: O[Li].O.[Cl:4][C:5]1[CH:18]=[C:17]([O:19][CH3:20])[CH:16]=[CH:15][C:6]=1[O:7][CH2:8][CH2:9][C:10]([O:12]CC)=[O:11]. Product: [Cl:4][C:5]1[CH:18]=[C:17]([O:19][CH3:20])[CH:16]=[CH:15][C:6]=1[O:7][CH2:8][CH2:9][C:10]([OH:12])=[O:11]. The catalyst class is: 90.